From a dataset of Catalyst prediction with 721,799 reactions and 888 catalyst types from USPTO. Predict which catalyst facilitates the given reaction. (1) Reactant: [CH2:1]1[S:5][C@@H:4]([CH2:6][CH2:7][CH2:8][CH2:9][C:10](NCCCCCC(NN)=O)=[O:11])[C@H:3]2[NH:22][C:23]([NH:25][C@@H:2]12)=[O:24].C(Cl)CCl.C1N(CCS(O)(=O)=O)CC[O:32]C1. Product: [OH:32][C:10]([CH2:9][CH2:8][CH2:7][CH2:6][C@H:4]1[C@@H:3]2[C@@H:2]([NH:25][C:23]([NH:22]2)=[O:24])[CH2:1][S:5]1)=[O:11]. The catalyst class is: 16. (2) Product: [CH3:47][O:48][C:49]([C:51]1[C:59]2[N:58]=[C:57]([NH:60][C:11]([C:3]3[N:2]=[CH:1][C:10]4[C:5]([CH:4]=3)=[CH:6][CH:7]=[CH:8][CH:9]=4)=[O:13])[N:56]([CH2:61][C:62]3[CH:67]=[CH:66][CH:65]=[CH:64][CH:63]=3)[C:55]=2[CH:54]=[CH:53][CH:52]=1)=[O:50]. Reactant: [CH:1]1[C:10]2[C:5](=[CH:6][CH:7]=[CH:8][CH:9]=2)[CH:4]=[C:3]([C:11]([OH:13])=O)[N:2]=1.CN(C(ON1N=NC2C=CC=CC1=2)=[N+](C)C)C.F[P-](F)(F)(F)(F)F.CCN(C(C)C)C(C)C.[CH3:47][O:48][C:49]([C:51]1[C:59]2[N:58]=[C:57]([NH2:60])[N:56]([CH2:61][C:62]3[CH:67]=[CH:66][CH:65]=[CH:64][CH:63]=3)[C:55]=2[CH:54]=[CH:53][CH:52]=1)=[O:50]. The catalyst class is: 3. (3) Reactant: [CH3:1][O:2][C:3](=[O:18])[C:4]1[CH:9]=[C:8]([C:10]2[CH:15]=[CH:14][C:13]([CH3:16])=[CH:12][N:11]=2)[CH:7]=[C:6]([NH2:17])[CH:5]=1.[F:19][C:20]([F:25])([CH3:24])[C:21](O)=[O:22].CCN=C=NCCCN(C)C.C1C=CC2N(O)N=NC=2C=1.CN1CCOCC1. Product: [CH3:1][O:2][C:3](=[O:18])[C:4]1[CH:9]=[C:8]([C:10]2[CH:15]=[CH:14][C:13]([CH3:16])=[CH:12][N:11]=2)[CH:7]=[C:6]([NH:17][C:21](=[O:22])[C:20]([F:25])([F:19])[CH3:24])[CH:5]=1. The catalyst class is: 10. (4) Reactant: C(OC([NH:8][C@@:9]1([C:23]([O:25][C:26](C)(C)[CH3:27])=[O:24])[CH2:14][C:13](=[O:15])[C@@H:12]2[C@H:10]1[C@H:11]2[C:16]([O:18][C:19](C)(C)[CH3:20])=[O:17])=O)(C)(C)C.S(Cl)(Cl)=O. Product: [NH2:8][C@@:9]1([C:23]([O:25][CH2:26][CH3:27])=[O:24])[CH2:14][C:13](=[O:15])[C@@H:12]2[C@H:10]1[C@H:11]2[C:16]([O:18][CH2:19][CH3:20])=[O:17]. The catalyst class is: 8. (5) Reactant: [NH2:1][NH2:2].[C:3]([O:7][C:8]([NH:10][CH:11]1[CH2:16][CH2:15][N:14]([C:17]2[CH:18]=[C:19]([CH:24]=[C:25]([Cl:27])[N:26]=2)[C:20](OC)=[O:21])[CH2:13][CH2:12]1)=[O:9])([CH3:6])([CH3:5])[CH3:4]. Product: [Cl:27][C:25]1[N:26]=[C:17]([N:14]2[CH2:13][CH2:12][CH:11]([NH:10][C:8](=[O:9])[O:7][C:3]([CH3:4])([CH3:5])[CH3:6])[CH2:16][CH2:15]2)[CH:18]=[C:19]([C:20]([NH:1][NH2:2])=[O:21])[CH:24]=1. The catalyst class is: 32. (6) Reactant: [CH2:1]([O:3][C:4](=[O:18])[CH:5]([O:15][CH2:16][CH3:17])[CH2:6][C:7]1[CH:12]=[CH:11][C:10]([OH:13])=[C:9]([F:14])[CH:8]=1)[CH3:2].[CH3:19][C:20]1[S:24][C:23]([C:25]2[CH:30]=[CH:29][CH:28]=[CH:27][CH:26]=2)=[N:22][C:21]=1[CH2:31][CH2:32]O.C1(P(C2C=CC=CC=2)C2C=CC=CC=2)C=CC=CC=1.N(C(OCC)=O)=NC(OCC)=O. Product: [CH2:1]([O:3][C:4](=[O:18])[CH:5]([O:15][CH2:16][CH3:17])[CH2:6][C:7]1[CH:12]=[CH:11][C:10]([O:13][CH2:32][CH2:31][C:21]2[N:22]=[C:23]([C:25]3[CH:30]=[CH:29][CH:28]=[CH:27][CH:26]=3)[S:24][C:20]=2[CH3:19])=[C:9]([F:14])[CH:8]=1)[CH3:2]. The catalyst class is: 7. (7) Reactant: [CH3:1][C:2]([NH:13][C:14]([C:16]1[C:21](=[O:22])[C:20]([O:23][CH3:24])=[CH:19][N:18]([C:25]2[CH:30]=[CH:29][CH:28]=[C:27]([C:31]([F:34])([F:33])[F:32])[CH:26]=2)[N:17]=1)=O)([CH3:12])[C:3](=[O:11])[NH:4][C:5]1[CH:10]=[CH:9][CH:8]=[CH:7][CH:6]=1.C([O-])(=O)C.[Na+].C(O)(=O)C. The catalyst class is: 6. Product: [CH3:1][C:2]1([CH3:12])[C:3](=[O:11])[N:4]([C:5]2[CH:10]=[CH:9][CH:8]=[CH:7][CH:6]=2)[C:14]([C:16]2[C:21](=[O:22])[C:20]([O:23][CH3:24])=[CH:19][N:18]([C:25]3[CH:30]=[CH:29][CH:28]=[C:27]([C:31]([F:34])([F:33])[F:32])[CH:26]=3)[N:17]=2)=[N:13]1. (8) Reactant: [F:1][C:2]1[CH:3]=[C:4]([CH:7]=[CH:8][C:9]=1[CH3:10])[CH:5]=[O:6].[N+:11]([CH:13](S(C1C=CC(C)=CC=1)(=O)=O)[CH3:14])#[C-:12].C([O-])([O-])=O.[K+].[K+]. Product: [F:1][C:2]1[CH:3]=[C:4]([C:5]2[O:6][CH:12]=[N:11][C:13]=2[CH3:14])[CH:7]=[CH:8][C:9]=1[CH3:10]. The catalyst class is: 5. (9) Reactant: [C:1]([O:5][C:6](=[O:32])[NH:7][C:8]1([C:12]2[CH:17]=[CH:16][C:15]([C:18]3[C:23]([C:24]4[CH:29]=[CH:28][CH:27]=[CH:26][CH:25]=4)=[CH:22][C:21]([NH2:30])=[C:20]([OH:31])[N:19]=3)=[CH:14][CH:13]=2)[CH2:11][CH2:10][CH2:9]1)([CH3:4])([CH3:3])[CH3:2].[O:33]1[CH2:38][CH2:37][C:36](=O)[CH2:35][CH2:34]1.CC(O)=O.C(O[BH-](OC(=O)C)OC(=O)C)(=O)C.[Na+].C([O-])(O)=O.[Na+]. Product: [C:1]([O:5][C:6](=[O:32])[NH:7][C:8]1([C:12]2[CH:13]=[CH:14][C:15]([C:18]3[C:23]([C:24]4[CH:25]=[CH:26][CH:27]=[CH:28][CH:29]=4)=[CH:22][C:21]([NH:30][CH:36]4[CH2:37][CH2:38][O:33][CH2:34][CH2:35]4)=[C:20]([OH:31])[N:19]=3)=[CH:16][CH:17]=2)[CH2:11][CH2:10][CH2:9]1)([CH3:4])([CH3:2])[CH3:3]. The catalyst class is: 26.